Dataset: NCI-60 drug combinations with 297,098 pairs across 59 cell lines. Task: Regression. Given two drug SMILES strings and cell line genomic features, predict the synergy score measuring deviation from expected non-interaction effect. (1) Drug 1: C1=NNC2=C1C(=O)NC=N2. Drug 2: B(C(CC(C)C)NC(=O)C(CC1=CC=CC=C1)NC(=O)C2=NC=CN=C2)(O)O. Cell line: OVCAR-8. Synergy scores: CSS=50.9, Synergy_ZIP=0.889, Synergy_Bliss=2.16, Synergy_Loewe=-22.7, Synergy_HSA=-0.604. (2) Drug 1: CCCS(=O)(=O)NC1=C(C(=C(C=C1)F)C(=O)C2=CNC3=C2C=C(C=N3)C4=CC=C(C=C4)Cl)F. Drug 2: C1=NC2=C(N1)C(=S)N=CN2. Cell line: ACHN. Synergy scores: CSS=8.05, Synergy_ZIP=-7.00, Synergy_Bliss=-6.95, Synergy_Loewe=-9.56, Synergy_HSA=-7.06.